Dataset: Reaction yield outcomes from USPTO patents with 853,638 reactions. Task: Predict the reaction yield, written as a fraction of the theoretical maximum amount of product (1.0 means a 100% yield; for example, 0.34 means a 34% yield). (1) The catalyst is N1C=CC=CC=1. The product is [NH2:17][C:16]1[S:27][C:1]([C:2]2[CH:7]=[CH:6][CH:5]=[CH:4][CH:3]=2)=[N:9][C:10]=1[C:11]([O:13][CH2:14][CH3:15])=[O:12]. The yield is 0.400. The reactants are [C:1]([NH:9][CH:10]([C:16]#[N:17])[C:11]([O:13][CH2:14][CH3:15])=[O:12])(=O)[C:2]1[CH:7]=[CH:6][CH:5]=[CH:4][CH:3]=1.COC1C=CC(P2(SP(C3C=CC(OC)=CC=3)(=S)S2)=[S:27])=CC=1. (2) The reactants are C(=O)([O-])O.[Na+].FC(F)(F)S(O[C:12]1[CH2:13][CH2:14][N:15]([C:18]([O:20][C:21]([CH3:24])([CH3:23])[CH3:22])=[O:19])[CH2:16][CH:17]=1)(=O)=O.[C:27]([O:31][C:32]([NH:34][C:35]1[CH:40]=[CH:39][CH:38]=[CH:37][C:36]=1[NH:41][C:42](=[O:58])[C:43]1[CH:48]=[CH:47][C:46](B2OC(C)(C)C(C)(C)O2)=[CH:45][CH:44]=1)=[O:33])([CH3:30])([CH3:29])[CH3:28]. The catalyst is COCCOC.[Pd].C1(P(C2C=CC=CC=2)C2C=CC=CC=2)C=CC=CC=1.C1(P(C2C=CC=CC=2)C2C=CC=CC=2)C=CC=CC=1.C1(P(C2C=CC=CC=2)C2C=CC=CC=2)C=CC=CC=1.C1(P(C2C=CC=CC=2)C2C=CC=CC=2)C=CC=CC=1. The product is [C:27]([O:31][C:32]([NH:34][C:35]1[CH:40]=[CH:39][CH:38]=[CH:37][C:36]=1[NH:41][C:42]([C:43]1[CH:48]=[CH:47][C:46]([C:12]2[CH2:13][CH2:14][N:15]([C:18]([O:20][C:21]([CH3:24])([CH3:23])[CH3:22])=[O:19])[CH2:16][CH:17]=2)=[CH:45][CH:44]=1)=[O:58])=[O:33])([CH3:30])([CH3:28])[CH3:29]. The yield is 0.740. (3) The product is [Cl:1][C:2]1[N:3]=[C:4]([O:20][C:21]2[CH:26]=[CH:25][CH:24]=[C:23]([N+:27]([O-:29])=[O:28])[CH:22]=2)[C:5]2[C:10]([C:32]3[CH:31]=[N:30][CH:35]=[CH:34][CH:33]=3)=[CH:9][N:8]([CH2:12][O:13][CH2:14][CH2:15][Si:16]([CH3:19])([CH3:18])[CH3:17])[C:6]=2[N:7]=1. The reactants are [Cl:1][C:2]1[N:3]=[C:4]([O:20][C:21]2[CH:26]=[CH:25][CH:24]=[C:23]([N+:27]([O-:29])=[O:28])[CH:22]=2)[C:5]2[C:10](I)=[CH:9][N:8]([CH2:12][O:13][CH2:14][CH2:15][Si:16]([CH3:19])([CH3:18])[CH3:17])[C:6]=2[N:7]=1.[N:30]1[CH:35]=[CH:34][CH:33]=[C:32](B(O)O)[CH:31]=1.O1CCOCC1.C([O-])([O-])=O.[Na+].[Na+]. The catalyst is C(OCC)(=O)C.O.Cl[Pd](Cl)([P](C1C=CC=CC=1)(C1C=CC=CC=1)C1C=CC=CC=1)[P](C1C=CC=CC=1)(C1C=CC=CC=1)C1C=CC=CC=1. The yield is 0.880. (4) The reactants are Br[CH2:2][CH2:3][CH2:4][OH:5].N[C@H](C(O)=O)CC1C=C2C(C=CC=C2)=CC=1.C([O-])([O-])=O.[K+].[K+].[C:28]1([CH:34]([C:49]2[CH:54]=[CH:53][CH:52]=[CH:51][CH:50]=2)[CH2:35][NH:36][CH2:37][C:38]2[CH:43]=[CH:42][CH:41]=[C:40]([C:44]([F:47])([F:46])[F:45])[C:39]=2[Cl:48])[CH:33]=[CH:32][CH:31]=[CH:30][CH:29]=1. The catalyst is C(#N)C. The product is [C:49]1([CH:34]([C:28]2[CH:33]=[CH:32][CH:31]=[CH:30][CH:29]=2)[CH2:35][N:36]([CH2:2][CH2:3][CH2:4][OH:5])[CH2:37][C:38]2[CH:43]=[CH:42][CH:41]=[C:40]([C:44]([F:45])([F:46])[F:47])[C:39]=2[Cl:48])[CH:50]=[CH:51][CH:52]=[CH:53][CH:54]=1. The yield is 0.600.